From a dataset of Catalyst prediction with 721,799 reactions and 888 catalyst types from USPTO. Predict which catalyst facilitates the given reaction. (1) Reactant: Br[C:2]1[CH:3]=[C:4]([C:11]([O:13][CH2:14][CH3:15])=[O:12])[C:5]2[O:9][CH2:8][CH2:7][C:6]=2[CH:10]=1.[F:16][C:17]([F:28])([F:27])[C:18]1[CH:26]=[CH:25][CH:24]=[CH:23][C:19]=1[C:20]([NH2:22])=[O:21].C1(P(C2C=CC=CC=2)C2C3OC4C(=CC=CC=4P(C4C=CC=CC=4)C4C=CC=CC=4)C(C)(C)C=3C=CC=2)C=CC=CC=1.C(=O)([O-])[O-].[Cs+].[Cs+]. Product: [F:16][C:17]([F:27])([F:28])[C:18]1[CH:26]=[CH:25][CH:24]=[CH:23][C:19]=1[C:20]([NH:22][C:2]1[CH:3]=[C:4]([C:11]([O:13][CH2:14][CH3:15])=[O:12])[C:5]2[O:9][CH2:8][CH2:7][C:6]=2[CH:10]=1)=[O:21]. The catalyst class is: 102. (2) Reactant: [CH:1]([C@H:4]1[N:9]([C:10]([O:12][C:13]([CH3:16])([CH3:15])[CH3:14])=[O:11])[CH2:8][CH2:7][N:6]2[C:17]3[CH:23]=[C:22]([S:24]([CH3:27])(=[O:26])=[O:25])[C:21]([C:28](OC)=[O:29])=[CH:20][C:18]=3[N:19]=[C:5]12)([CH3:3])[CH3:2].CC(C[AlH]CC(C)C)C.CCOC(C)=O. Product: [OH:29][CH2:28][C:21]1[C:22]([S:24]([CH3:27])(=[O:25])=[O:26])=[CH:23][C:17]2[N:6]3[CH2:7][CH2:8][N:9]([C:10]([O:12][C:13]([CH3:15])([CH3:16])[CH3:14])=[O:11])[C@H:4]([CH:1]([CH3:2])[CH3:3])[C:5]3=[N:19][C:18]=2[CH:20]=1. The catalyst class is: 2. (3) Reactant: C([N:8]1[CH2:17][CH2:16][C:15]2[N:14]=[C:13]([C:18]([F:21])([F:20])[F:19])[CH:12]=[CH:11][C:10]=2[CH2:9]1)C1C=CC=CC=1.ClCCC(Cl)=O. Product: [F:21][C:18]([F:19])([F:20])[C:13]1[CH:12]=[CH:11][C:10]2[CH2:9][NH:8][CH2:17][CH2:16][C:15]=2[N:14]=1. The catalyst class is: 4. (4) Reactant: [CH2:1]=[CH:2][CH:3]1[CH2:8][CH:7]2[O:9][CH:6]2[CH2:5][CH2:4]1.O.S(=O)(=O)(O)[OH:12]. Product: [OH:9][CH:6]1[CH2:5][CH2:4][CH:3]([CH:2]=[CH2:1])[CH2:8][CH:7]1[OH:12]. The catalyst class is: 21.